Task: Predict the product of the given reaction.. Dataset: Forward reaction prediction with 1.9M reactions from USPTO patents (1976-2016) (1) Given the reactants [N+:1]([C:4]1[CH:9]=[CH:8][C:7]([C:10]([OH:13])([CH3:12])[CH3:11])=[CH:6][CH:5]=1)([O-])=O.C([O-])=O.[NH4+], predict the reaction product. The product is: [NH2:1][C:4]1[CH:5]=[CH:6][C:7]([C:10]([OH:13])([CH3:11])[CH3:12])=[CH:8][CH:9]=1. (2) Given the reactants OC1C=CC(C(C2C=CC(O)=CC=2)(C)C)=CC=1.FC1C=CC(P(=O)(C2C=CC(F)=CC=2)C2C=CC=CC=2)=CC=1.C([O-])([O-])=O.[K+].[K+].[N+]([C:49]1[CH:50]=[C:51]([C:57]#[N:58])[C:52](=[CH:55][CH:56]=1)[C:53]#[N:54])([O-])=O.Cl, predict the reaction product. The product is: [C:57](#[N:58])[C:51]1[C:52](=[CH:55][CH:56]=[CH:49][CH:50]=1)[C:53]#[N:54]. (3) Given the reactants [Cl:1][C:2]1[CH:11]=[C:10]([Cl:12])[CH:9]=[CH:8][C:3]=1[C:4](=[O:7])[CH2:5]Cl.[NH:13]1[CH:17]=[CH:16][N:15]=[CH:14]1, predict the reaction product. The product is: [Cl:1][C:2]1[CH:11]=[C:10]([Cl:12])[CH:9]=[CH:8][C:3]=1[C:4](=[O:7])[CH2:5][C:14]1[NH:13][CH:17]=[CH:16][N:15]=1. (4) The product is: [F:19][C:20]1[N:25]=[C:24]([CH2:26][O:27][C:2]2[N:7]=[C:6]3[CH2:8][CH2:9][CH2:10][C:5]3=[C:4]([C:11]3[CH:12]=[N:13][C:14]([C:17]#[N:18])=[N:15][CH:16]=3)[CH:3]=2)[CH:23]=[CH:22][CH:21]=1. Given the reactants Cl[C:2]1[N:7]=[C:6]2[CH2:8][CH2:9][CH2:10][C:5]2=[C:4]([C:11]2[CH:12]=[N:13][C:14]([C:17]#[N:18])=[N:15][CH:16]=2)[CH:3]=1.[F:19][C:20]1[N:25]=[C:24]([CH2:26][OH:27])[CH:23]=[CH:22][CH:21]=1, predict the reaction product. (5) Given the reactants [CH:1]1[C:14]2[C:13](=O)[C:12]3[C:7](=[CH:8][CH:9]=[CH:10][CH:11]=3)[NH:6][C:5]=2[CH:4]=[CH:3][CH:2]=1.S(Cl)([Cl:18])=O, predict the reaction product. The product is: [Cl:18][C:13]1[C:14]2[C:5]([N:6]=[C:7]3[C:12]=1[CH:11]=[CH:10][CH:9]=[CH:8]3)=[CH:4][CH:3]=[CH:2][CH:1]=2. (6) Given the reactants Cl[C:2]1[CH:34]=[CH:33][C:5]2=[N:6][N:7]([C:9]3[CH:14]=[C:13]([C:15]([CH2:18][C:19]([CH3:22])([CH3:21])[CH3:20])([CH3:17])[CH3:16])[CH:12]=[C:11]([C:23]([C:26]4[CH:31]=[CH:30][CH:29]=[CH:28][CH:27]=4)([CH3:25])[CH3:24])[C:10]=3[OH:32])[N:8]=[C:4]2[CH:3]=1.[CH2:35]([SH:44])[CH2:36][CH2:37][CH2:38][CH2:39][CH2:40][CH2:41][CH2:42][CH3:43], predict the reaction product. The product is: [CH2:35]([S:44][C:2]1[CH:34]=[CH:33][C:5]2=[N:6][N:7]([C:9]3[CH:14]=[C:13]([C:15]([CH2:18][C:19]([CH3:22])([CH3:21])[CH3:20])([CH3:17])[CH3:16])[CH:12]=[C:11]([C:23]([C:26]4[CH:31]=[CH:30][CH:29]=[CH:28][CH:27]=4)([CH3:25])[CH3:24])[C:10]=3[OH:32])[N:8]=[C:4]2[CH:3]=1)[CH2:36][CH2:37][CH2:38][CH2:39][CH2:40][CH2:41][CH2:42][CH3:43].